Regression. Given a peptide amino acid sequence and an MHC pseudo amino acid sequence, predict their binding affinity value. This is MHC class II binding data. From a dataset of Peptide-MHC class II binding affinity with 134,281 pairs from IEDB. (1) The binding affinity (normalized) is 0.122. The MHC is HLA-DQA10101-DQB10501 with pseudo-sequence HLA-DQA10101-DQB10501. The peptide sequence is FKVAATAAATAPADD. (2) The binding affinity (normalized) is 0.868. The peptide sequence is LQFRRIRGPRASVIP. The MHC is DRB3_0202 with pseudo-sequence DRB3_0202. (3) The peptide sequence is YQKFLANVSTVLTGK. The MHC is DRB1_0405 with pseudo-sequence DRB1_0405. The binding affinity (normalized) is 0.694.